Dataset: Forward reaction prediction with 1.9M reactions from USPTO patents (1976-2016). Task: Predict the product of the given reaction. (1) Given the reactants [Br:1][C:2]1[CH:15]=[CH:14][C:13]2[O:12][C@@H:11]3[C@H:6]([CH2:7][N:8]([CH2:16][C:17]4[CH:22]=[CH:21][C:20]([O:23][CH3:24])=[CH:19][CH:18]=4)[CH2:9][CH2:10]3)[C:5](=O)[C:4]=2[CH:3]=1.[C:26]1(C)C=CC=CC=1, predict the reaction product. The product is: [Br:1][C:2]1[CH:15]=[CH:14][C:13]2[O:12][C@@H:11]3[C@H:6]([CH2:7][N:8]([CH2:16][C:17]4[CH:22]=[CH:21][C:20]([O:23][CH3:24])=[CH:19][CH:18]=4)[CH2:9][CH2:10]3)[C:5](=[CH2:26])[C:4]=2[CH:3]=1. (2) Given the reactants BrC1OC(C(O)=O)=CC=1.C(=O)(O)[O-].[Na+].F[B-](F)(F)F.Br[C:21]1[O:25][C:24]([F:26])=[CH:23][CH:22]=1.C([Li])CCC.[CH2:32]([Sn:36](Cl)([CH2:41][CH2:42][CH2:43][CH3:44])[CH2:37][CH2:38][CH2:39][CH3:40])[CH2:33][CH2:34][CH3:35], predict the reaction product. The product is: [F:26][C:24]1[O:25][C:21]([Sn:36]([CH2:37][CH2:38][CH2:39][CH3:40])([CH2:41][CH2:42][CH2:43][CH3:44])[CH2:32][CH2:33][CH2:34][CH3:35])=[CH:22][CH:23]=1. (3) The product is: [C:11]([O:10][C:8]([NH:7][C@@H:6]([CH2:15][C:48]1[CH:53]=[C:52]([P:54]([O:58][CH2:59][CH3:60])([O:55][CH2:56][CH3:57])=[O:61])[CH:51]=[CH:50][N:49]=1)[C:5]([O:4][CH3:3])=[O:17])=[O:9])([CH3:14])([CH3:13])[CH3:12]. Given the reactants II.[CH3:3][O:4][C:5](=[O:17])[C@H:6]([CH2:15]I)[NH:7][C:8]([O:10][C:11]([CH3:14])([CH3:13])[CH3:12])=[O:9].COC1C=CC=C(OC)C=1C1C=CC=CC=1P(C1CCCCC1)C1CCCCC1.Cl[C:48]1[CH:53]=[C:52]([P:54](=[O:61])([O:58][CH2:59][CH3:60])[O:55][CH2:56][CH3:57])[CH:51]=[CH:50][N:49]=1, predict the reaction product. (4) Given the reactants C([Li])CCC.CCCCCC.Br[C:13]1[CH:18]=[CH:17][CH:16]=[CH:15][C:14]=1[CH3:19].[CH2:20]([N:27]1[CH2:32][CH2:31][C:30](=[O:33])[CH2:29][CH2:28]1)[C:21]1[CH:26]=[CH:25][CH:24]=[CH:23][CH:22]=1.[Cl-].[NH4+].C(=O)([O-])O.[Na+], predict the reaction product. The product is: [CH2:20]([N:27]1[CH2:32][CH2:31][C:30]([C:13]2[CH:18]=[CH:17][CH:16]=[CH:15][C:14]=2[CH3:19])([OH:33])[CH2:29][CH2:28]1)[C:21]1[CH:22]=[CH:23][CH:24]=[CH:25][CH:26]=1.